From a dataset of Forward reaction prediction with 1.9M reactions from USPTO patents (1976-2016). Predict the product of the given reaction. (1) Given the reactants Br[C:2]1[CH:7]=[CH:6][CH:5]=[CH:4][C:3]=1[I:8].C([Sn](CCCC)(CCCC)[C:14]1[CH:19]=[N:18][CH:17]=[CH:16][N:15]=1)CCC.C(OCC)C, predict the reaction product. The product is: [I:8][C:3]1[CH:4]=[CH:5][CH:6]=[CH:7][C:2]=1[C:14]1[CH:19]=[N:18][CH:17]=[CH:16][N:15]=1. (2) Given the reactants [O:1]=[C:2]([C:8]([O-:10])=[O:9])[C:3]([O:5][CH2:6][CH3:7])=[O:4].[CH3:11][C:12]([C:14]1[CH:19]=[CH:18][C:17]([O:20][CH2:21][C:22]2[CH:27]=[CH:26][CH:25]=[CH:24][CH:23]=2)=[CH:16][CH:15]=1)=[O:13].N1C=CC=[CH:30][CH:29]=1, predict the reaction product. The product is: [OH:1][C:2]([CH2:11][C:12]([C:14]1[CH:19]=[CH:18][C:17]([O:20][CH2:21][C:22]2[CH:27]=[CH:26][CH:25]=[CH:24][CH:23]=2)=[CH:16][CH:15]=1)=[O:13])([C:8]([O:10][CH2:29][CH3:30])=[O:9])[C:3]([O:5][CH2:6][CH3:7])=[O:4]. (3) The product is: [NH2:26][CH:23]1[CH2:22][CH2:21][CH:20]([CH2:19][N:9]2[C:7]3=[N:8][C:3]([NH:2][CH3:1])=[N:4][CH:5]=[C:6]3[C:11]([C:12]3[CH:17]=[CH:16][C:15]([CH3:18])=[CH:14][CH:13]=3)=[N:10]2)[CH2:25][CH2:24]1.[C:36]([OH:38])([C:35]([F:40])([F:39])[F:34])=[O:37]. Given the reactants [CH3:1][NH:2][C:3]1[N:8]=[C:7]2[N:9]([CH2:19][CH:20]3[CH2:25][CH2:24][CH:23]([NH:26]C(=O)OC(C)(C)C)[CH2:22][CH2:21]3)[N:10]=[C:11]([C:12]3[CH:17]=[CH:16][C:15]([CH3:18])=[CH:14][CH:13]=3)[C:6]2=[CH:5][N:4]=1.[F:34][C:35]([F:40])([F:39])[C:36]([OH:38])=[O:37], predict the reaction product. (4) Given the reactants [CH3:1][O:2][C:3]1[CH:12]=[C:11]2[C:6]([CH2:7][CH:8]([C:13]3([CH3:16])[CH2:15][CH2:14]3)[N:9]=[CH:10]2)=[CH:5][C:4]=1[O:17][CH2:18][CH2:19][O:20][CH3:21].C(O[CH:25]=[C:26]([C:32](=[O:34])[CH3:33])[C:27]([O:29][CH2:30][CH3:31])=[O:28])C, predict the reaction product. The product is: [CH3:1][O:2][C:3]1[C:4]([O:17][CH2:18][CH2:19][O:20][CH3:21])=[CH:5][C:6]2[CH2:7][CH:8]([C:13]3([CH3:16])[CH2:14][CH2:15]3)[N:9]3[CH:10]([CH2:33][C:32](=[O:34])[C:26]([C:27]([O:29][CH2:30][CH3:31])=[O:28])=[CH:25]3)[C:11]=2[CH:12]=1.